Predict the reaction yield, written as a fraction of the theoretical maximum amount of product (1.0 means a 100% yield; for example, 0.34 means a 34% yield). From a dataset of Reaction yield outcomes from USPTO patents with 853,638 reactions. (1) The reactants are [NH2:1][C:2]1[N:3]([C:8]2[C:17]3[C:12](=[CH:13][CH:14]=[CH:15][CH:16]=3)[C:11]([CH:18]3[CH2:20][CH2:19]3)=[CH:10][CH:9]=2)[C:4]([SH:7])=[N:5][N:6]=1.[Cl:21][C:22]1[CH:23]=[C:24]([CH:28]=[CH:29][C:30]=1[NH:31][C:32](=[O:35])[CH2:33]Cl)[C:25]([OH:27])=[O:26].O. The catalyst is CN(C=O)C. The product is [NH2:1][C:2]1[N:3]([C:8]2[C:17]3[C:12](=[CH:13][CH:14]=[CH:15][CH:16]=3)[C:11]([CH:18]3[CH2:20][CH2:19]3)=[CH:10][CH:9]=2)[C:4]([S:7][CH2:33][C:32]([NH:31][C:30]2[CH:29]=[CH:28][C:24]([C:25]([OH:27])=[O:26])=[CH:23][C:22]=2[Cl:21])=[O:35])=[N:5][N:6]=1. The yield is 0.750. (2) The reactants are [CH3:1][C@H:2]([N:15]=[N+]=[N-])[CH2:3][C:4]1[CH:9]=[C:8]([C:10]([F:13])([F:12])[F:11])[CH:7]=[CH:6][C:5]=1[CH3:14]. The catalyst is CCOC(C)=O.[Pd]. The product is [CH3:1][C@H:2]([NH2:15])[CH2:3][C:4]1[CH:9]=[C:8]([C:10]([F:11])([F:12])[F:13])[CH:7]=[CH:6][C:5]=1[CH3:14]. The yield is 0.750. (3) The product is [CH:25]1([C:23]([C:17]2[CH:18]=[C:19]([CH3:22])[CH:20]=[CH:21][C:16]=2[NH:15][C:13](=[O:14])[NH:12][C:9]2[S:10][CH:11]=[C:7]([CH2:6][CH2:5][C:4]([OH:30])=[O:3])[N:8]=2)=[O:24])[CH2:29][CH2:28][CH2:27][CH2:26]1. The yield is 0.880. The reactants are C([O:3][C:4](=[O:30])[CH2:5][CH2:6][C:7]1[N:8]=[C:9]([NH:12][C:13]([NH:15][C:16]2[CH:21]=[CH:20][C:19]([CH3:22])=[CH:18][C:17]=2[C:23]([CH:25]2[CH2:29][CH2:28][CH2:27][CH2:26]2)=[O:24])=[O:14])[S:10][CH:11]=1)C. The catalyst is [Li+].[OH-]. (4) The reactants are [Cl:1][C:2]1[CH:3]=[C:4]([C@@H:8]([C@@H:14]2[CH2:19][CH2:18][CH2:17][NH:16][CH2:15]2)[O:9][CH2:10][C:11](=[O:13])[CH3:12])[CH:5]=[CH:6][CH:7]=1.[CH:20]1([CH2:26][C@H:27]([NH:40][C:41](=O)[O:42]C2C=CC([N+]([O-])=O)=CC=2)[CH2:28][N:29]([CH3:39])[C:30]([O:32][CH2:33][CH2:34][Si:35]([CH3:38])([CH3:37])[CH3:36])=[O:31])[CH2:25][CH2:24][CH2:23][CH2:22][CH2:21]1.CCN(C(C)C)C(C)C. The catalyst is C(Cl)Cl. The product is [Cl:1][C:2]1[CH:3]=[C:4]([C@H:8]([O:9][CH2:10][C:11](=[O:13])[CH3:12])[C@@H:14]2[CH2:19][CH2:18][CH2:17][N:16]([C:41]([NH:40][C@@H:27]([CH2:26][CH:20]3[CH2:21][CH2:22][CH2:23][CH2:24][CH2:25]3)[CH2:28][N:29]([CH3:39])[C:30](=[O:31])[O:32][CH2:33][CH2:34][Si:35]([CH3:37])([CH3:38])[CH3:36])=[O:42])[CH2:15]2)[CH:5]=[CH:6][CH:7]=1. The yield is 0.114. (5) The reactants are [CH3:1][O:2][C:3](=[O:19])[CH:4]([C:12]1[CH:17]=[CH:16][C:15]([Cl:18])=[CH:14][CH:13]=1)[C:5]1[CH:10]=[CH:9][C:8]([Cl:11])=[CH:7][CH:6]=1.[Li+].[CH3:21]C([N-]C(C)C)C.IC. The catalyst is C1COCC1. The product is [CH3:1][O:2][C:3](=[O:19])[C:4]([C:12]1[CH:17]=[CH:16][C:15]([Cl:18])=[CH:14][CH:13]=1)([C:5]1[CH:6]=[CH:7][C:8]([Cl:11])=[CH:9][CH:10]=1)[CH3:21]. The yield is 0.170. (6) The reactants are C(OC([NH:8][C@H:9]([C:31]([OH:33])=[O:32])[CH2:10][CH2:11][CH2:12][NH:13][C:14]([O:16][CH2:17][CH:18]1[C:30]2[CH:29]=[CH:28][CH:27]=[CH:26][C:25]=2[C:24]2[C:19]1=[CH:20][CH:21]=[CH:22][CH:23]=2)=[O:15])=O)(C)(C)C.C(O)(C(F)(F)F)=O.C(Cl)Cl.FC(F)(F)C([O-])=O.[Cl:51][C:52]1[CH:57]=[CH:56][C:55]([S:58](Cl)(=[O:60])=[O:59])=[CH:54][CH:53]=1. No catalyst specified. The product is [Cl:51][C:52]1[CH:57]=[CH:56][C:55]([S:58]([NH:8][C@H:9]([C:31]([OH:33])=[O:32])[CH2:10][CH2:11][CH2:12][NH:13][C:14]([O:16][CH2:17][CH:18]2[C:19]3[CH:20]=[CH:21][CH:22]=[CH:23][C:24]=3[C:25]3[C:30]2=[CH:29][CH:28]=[CH:27][CH:26]=3)=[O:15])(=[O:60])=[O:59])=[CH:54][CH:53]=1. The yield is 0.330. (7) The reactants are [N+:1]([C:4]1[CH:5]=[C:6]2[C:11](=[CH:12][CH:13]=1)[N:10]([CH2:14][C:15]([O:17][CH2:18][CH3:19])=[O:16])[C:9](=[O:20])[CH2:8][CH2:7]2)([O-])=O.C([O-])=O.[NH4+]. The catalyst is CCO.O.[Fe]. The product is [NH2:1][C:4]1[CH:5]=[C:6]2[C:11](=[CH:12][CH:13]=1)[N:10]([CH2:14][C:15]([O:17][CH2:18][CH3:19])=[O:16])[C:9](=[O:20])[CH2:8][CH2:7]2. The yield is 0.310.